This data is from Forward reaction prediction with 1.9M reactions from USPTO patents (1976-2016). The task is: Predict the product of the given reaction. Given the reactants [N:1]1[CH:6]=[CH:5][CH:4]=[C:3]([C:7]#[C:8][CH2:9][NH:10]C(=O)OC(C)(C)C)[CH:2]=1.C(O)(C(F)(F)F)=O, predict the reaction product. The product is: [N:1]1[CH:6]=[CH:5][CH:4]=[C:3]([C:7]#[C:8][CH2:9][NH2:10])[CH:2]=1.